This data is from Catalyst prediction with 721,799 reactions and 888 catalyst types from USPTO. The task is: Predict which catalyst facilitates the given reaction. (1) Product: [CH:21]1[C:22]2[CH2:23][C:10]3[CH:9]=[C:8]4[C:7]5[C:15]([CH2:14][C:13]4=[CH:12][C:11]=3[C:17]=2[CH:18]=[CH:19][CH:20]=1)=[CH:3][CH:4]=[CH:5][CH:6]=5. The catalyst class is: 831. Reactant: [OH-].[K+].[CH:3]1[C:15]2[C:14](=O)[C:13]3[CH:12]=[C:11]4[C:17]5[C:22]([C:23](=O)[C:10]4=[CH:9][C:8]=3[C:7]=2[CH:6]=[CH:5][CH:4]=1)=[CH:21][CH:20]=[CH:19][CH:18]=5.O.NN.Cl. (2) Reactant: [NH2:1][OH:2].O.[CH3:4][C:5]1[O:9][N:8]=[C:7]([CH3:10])[C:6]=1[S:11](Cl)(=[O:13])=[O:12].S(Cl)(Cl)(=O)=O. Product: [OH:2][NH:1][S:11]([C:6]1[C:7]([CH3:10])=[N:8][O:9][C:5]=1[CH3:4])(=[O:13])=[O:12]. The catalyst class is: 217. (3) Reactant: Cl[C:2]1[N:7]=[N:6][C:5]([C:8]([NH2:10])=[O:9])=[C:4]([NH:11][C:12]2[CH:17]=[CH:16][C:15]([O:18][CH3:19])=[C:14]([CH2:20][CH2:21][CH3:22])[N:13]=2)[CH:3]=1.[CH2:23]([NH2:26])[CH2:24][NH2:25]. Product: [NH2:25][CH2:24][CH2:23][NH:26][C:2]1[N:7]=[N:6][C:5]([C:8]([NH2:10])=[O:9])=[C:4]([NH:11][C:12]2[CH:17]=[CH:16][C:15]([O:18][CH3:19])=[C:14]([CH2:20][CH2:21][CH3:22])[N:13]=2)[CH:3]=1. The catalyst class is: 37. (4) Reactant: [NH2:1][C:2]1([CH2:6][NH:7][C:8]2[C:17]3[C:12](=[CH:13][CH:14]=[C:15]([CH3:18])[CH:16]=3)[N:11]=[C:10]([N:19]3[CH2:25][C:24]4[CH:26]=[C:27]([O:30]C)[CH:28]=[CH:29][C:23]=4[S:22](=[O:33])(=[O:32])[CH2:21][CH2:20]3)[CH:9]=2)[CH2:5][O:4][CH2:3]1.[OH-].[K+]. Product: [NH2:1][C:2]1([CH2:6][NH:7][C:8]2[C:17]3[C:12](=[CH:13][CH:14]=[C:15]([CH3:18])[CH:16]=3)[N:11]=[C:10]([N:19]3[CH2:25][C:24]4[CH:26]=[C:27]([OH:30])[CH:28]=[CH:29][C:23]=4[S:22](=[O:32])(=[O:33])[CH2:21][CH2:20]3)[CH:9]=2)[CH2:3][O:4][CH2:5]1. The catalyst class is: 16. (5) Product: [CH2:1]([N:8]([CH2:9][CH2:10][CH:11]([OH:17])[CH:12]([O:15][CH3:16])[O:13][CH3:14])[S:36]([C:31]1[CH:32]=[CH:33][CH:34]=[CH:35][C:30]=1[N+:27]([O-:29])=[O:28])(=[O:37])=[O:38])[C:2]1[CH:7]=[CH:6][CH:5]=[CH:4][CH:3]=1. Reactant: [CH2:1]([NH:8]/[CH:9]=[CH:10]/[C:11](=[O:17])[CH:12]([O:15][CH3:16])[O:13][CH3:14])[C:2]1[CH:7]=[CH:6][CH:5]=[CH:4][CH:3]=1.[BH4-].[Na+].C(N(CC)CC)C.[N+:27]([C:30]1[CH:35]=[CH:34][CH:33]=[CH:32][C:31]=1[S:36](Cl)(=[O:38])=[O:37])([O-:29])=[O:28]. The catalyst class is: 378. (6) The catalyst class is: 129. Reactant: [CH3:1][O:2][CH2:3][C:4]1[N:8]2[C:9](=[O:28])[N:10]([CH:12]3[CH2:17][CH2:16][N:15](C(OCC4C=CC=CC=4)=O)[CH2:14][CH2:13]3)[CH2:11][C:7]2=[CH:6][N:5]=1. Product: [CH3:1][O:2][CH2:3][C:4]1[N:8]2[C:9](=[O:28])[N:10]([CH:12]3[CH2:17][CH2:16][NH:15][CH2:14][CH2:13]3)[CH2:11][C:7]2=[CH:6][N:5]=1. (7) Reactant: [F:1][C:2]1[CH:3]=[C:4]([C:13]2[CH:18]=[CH:17][CH:16]=[CH:15][C:14]=2[S:19]([CH3:22])(=[O:21])=[O:20])[CH:5]=[CH:6][C:7]=1[NH:8][C:9](=[O:12])[CH:10]=[CH2:11].[N+:23](=[CH:25][C:26]([O:28][CH2:29][CH3:30])=[O:27])=[N-:24]. Product: [CH2:29]([O:28][C:26]([C:25]1[CH2:11][CH:10]([C:9](=[O:12])[NH:8][C:7]2[CH:6]=[CH:5][C:4]([C:13]3[CH:18]=[CH:17][CH:16]=[CH:15][C:14]=3[S:19]([CH3:22])(=[O:21])=[O:20])=[CH:3][C:2]=2[F:1])[NH:24][N:23]=1)=[O:27])[CH3:30]. The catalyst class is: 13. (8) Reactant: [CH3:1][C:2]1[CH:6]=[CH:5][S:4][C:3]=1[CH2:7][OH:8].[C:9](OC(=O)C)(=[O:11])[CH3:10]. Product: [C:9]([O:8][CH2:7][C:3]1[S:4][CH:5]=[CH:6][C:2]=1[CH3:1])(=[O:11])[CH3:10]. The catalyst class is: 436. (9) Reactant: [CH3:1][O:2][C:3]1[CH:8]=[CH:7][C:6]([O:9][CH3:10])=[CH:5][C:4]=1B(O)O.Br[C:15]1[CH:16]=[C:17]([CH:19]=[CH:20][CH:21]=1)[NH2:18].C([O-])([O-])=O.[Na+].[Na+]. Product: [CH3:1][O:2][C:3]1[CH:8]=[CH:7][C:6]([O:9][CH3:10])=[CH:5][C:4]=1[C:15]1[CH:21]=[CH:20][CH:19]=[C:17]([NH2:18])[CH:16]=1. The catalyst class is: 104.